Dataset: Reaction yield outcomes from USPTO patents with 853,638 reactions. Task: Predict the reaction yield, written as a fraction of the theoretical maximum amount of product (1.0 means a 100% yield; for example, 0.34 means a 34% yield). (1) The reactants are [Cl:1][C:2]1[CH:7]=[CH:6][C:5]([C:8]2[S:9][CH:10]=[CH:11][C:12]=2[CH2:13][C:14]([O:16][CH2:17][CH3:18])=[O:15])=[CH:4][CH:3]=1.C([N-]C(C)C)(C)C.[Li+].[CH2:27](Br)[C:28]1[CH:33]=[CH:32][CH:31]=[CH:30][CH:29]=1. The catalyst is O1CCCC1. The product is [Cl:1][C:2]1[CH:7]=[CH:6][C:5]([C:8]2[S:9][CH:10]=[CH:11][C:12]=2[CH:13]([CH2:27][C:28]2[CH:33]=[CH:32][CH:31]=[CH:30][CH:29]=2)[C:14]([O:16][CH2:17][CH3:18])=[O:15])=[CH:4][CH:3]=1. The yield is 0.940. (2) The reactants are [CH3:1][O:2][C:3]([C:5]1[S:9][C:8]2[CH:10]=[C:11]([OH:14])[CH:12]=[CH:13][C:7]=2[CH:6]=1)=[O:4].C([O-])([O-])=O.[Cs+].[Cs+].Cl.Cl[C:23]1[S:24][C:25]2[C:26]([N:31]=1)=[N:27][CH:28]=[CH:29][CH:30]=2. The catalyst is CC#N. The product is [CH3:1][O:2][C:3]([C:5]1[S:9][C:8]2[CH:10]=[C:11]([O:14][C:23]3[S:24][C:25]4[C:26]([N:31]=3)=[N:27][CH:28]=[CH:29][CH:30]=4)[CH:12]=[CH:13][C:7]=2[CH:6]=1)=[O:4]. The yield is 0.600. (3) The product is [CH3:22][N:23]([CH3:25])/[CH:24]=[C:3](/[C:2]([C:9]1[S:10][CH:11]=[C:12]([C:14]2[CH:19]=[CH:18][CH:17]=[CH:16][CH:15]=2)[N:13]=1)=[O:1])\[C:4]([O:6][CH2:7][CH3:8])=[O:5]. The catalyst is C(O)C. The reactants are [O:1]=[C:2]([C:9]1[S:10][CH:11]=[C:12]([C:14]2[CH:19]=[CH:18][CH:17]=[CH:16][CH:15]=2)[N:13]=1)[CH2:3][C:4]([O:6][CH2:7][CH3:8])=[O:5].CO[CH:22](OC)[N:23]([CH3:25])[CH3:24]. The yield is 0.670. (4) The reactants are [O-]P([O-])([O-])=O.[K+].[K+].[K+].[CH2:9]([NH:16][C:17]([NH2:19])=[O:18])[C:10]1[CH:15]=[CH:14][CH:13]=[CH:12][CH:11]=1.Br[C:21]1[CH:26]=[CH:25][CH:24]=[CH:23][CH:22]=1.CNCCNC. The catalyst is [Cu]I.O1CCOCC1. The product is [CH2:9]([NH:16][C:17]([NH:19][C:21]1[CH:26]=[CH:25][CH:24]=[CH:23][CH:22]=1)=[O:18])[C:10]1[CH:15]=[CH:14][CH:13]=[CH:12][CH:11]=1. The yield is 0.790. (5) The reactants are Br[C:2]1[CH:3]=[C:4]([C:17]2[O:18][C:19]3[CH:25]=[CH:24][CH:23]=[CH:22][C:20]=3[N:21]=2)[CH:5]=[C:6]([C:8]2[O:9][C:10]3[CH:16]=[CH:15][CH:14]=[CH:13][C:11]=3[N:12]=2)[CH:7]=1.CC1(C)C(C)(C)OB([C:34]2[CH:35]=[C:36]([C:49]3[O:50][C:51]4[CH:57]=[CH:56][CH:55]=[CH:54][C:52]=4[N:53]=3)[CH:37]=[C:38]([C:40]3[O:41][C:42]4[CH:48]=[CH:47][CH:46]=[CH:45][C:43]=4[N:44]=3)[CH:39]=2)O1.C([O-])([O-])=O.[Na+].[Na+].O. The catalyst is C1C=CC([P]([Pd]([P](C2C=CC=CC=2)(C2C=CC=CC=2)C2C=CC=CC=2)([P](C2C=CC=CC=2)(C2C=CC=CC=2)C2C=CC=CC=2)[P](C2C=CC=CC=2)(C2C=CC=CC=2)C2C=CC=CC=2)(C2C=CC=CC=2)C2C=CC=CC=2)=CC=1.C1COCC1. The product is [O:9]1[C:10]2[CH:16]=[CH:15][CH:14]=[CH:13][C:11]=2[N:12]=[C:8]1[C:6]1[CH:7]=[C:2]([C:34]2[CH:35]=[C:36]([C:49]3[O:50][C:51]4[CH:57]=[CH:56][CH:55]=[CH:54][C:52]=4[N:53]=3)[CH:37]=[C:38]([C:40]3[O:41][C:42]4[CH:48]=[CH:47][CH:46]=[CH:45][C:43]=4[N:44]=3)[CH:39]=2)[CH:3]=[C:4]([C:17]2[O:18][C:19]3[CH:25]=[CH:24][CH:23]=[CH:22][C:20]=3[N:21]=2)[CH:5]=1. The yield is 0.980. (6) The reactants are [C:1]1([C:7]([C:20]2[CH:25]=[CH:24][CH:23]=[CH:22][CH:21]=2)([C:11]2[CH:16]=[CH:15][C:14]([N+:17]([O-])=O)=[CH:13][N:12]=2)[C:8]([NH2:10])=[O:9])[CH:6]=[CH:5][CH:4]=[CH:3][CH:2]=1. The catalyst is CCO.[Pt](=O)=O. The product is [C:20]1([C:7]([C:1]2[CH:6]=[CH:5][CH:4]=[CH:3][CH:2]=2)([C:11]2[CH:16]=[CH:15][C:14]([NH2:17])=[CH:13][N:12]=2)[C:8]([NH2:10])=[O:9])[CH:21]=[CH:22][CH:23]=[CH:24][CH:25]=1. The yield is 0.980.